From a dataset of NCI-60 drug combinations with 297,098 pairs across 59 cell lines. Regression. Given two drug SMILES strings and cell line genomic features, predict the synergy score measuring deviation from expected non-interaction effect. (1) Drug 1: CNC(=O)C1=CC=CC=C1SC2=CC3=C(C=C2)C(=NN3)C=CC4=CC=CC=N4. Drug 2: C1CCC(C1)C(CC#N)N2C=C(C=N2)C3=C4C=CNC4=NC=N3. Cell line: HCT-15. Synergy scores: CSS=9.19, Synergy_ZIP=1.73, Synergy_Bliss=6.29, Synergy_Loewe=2.66, Synergy_HSA=3.75. (2) Drug 1: CC1OCC2C(O1)C(C(C(O2)OC3C4COC(=O)C4C(C5=CC6=C(C=C35)OCO6)C7=CC(=C(C(=C7)OC)O)OC)O)O. Drug 2: C1=NC2=C(N1)C(=S)N=CN2. Cell line: HT29. Synergy scores: CSS=23.8, Synergy_ZIP=-8.41, Synergy_Bliss=-5.52, Synergy_Loewe=-5.09, Synergy_HSA=-2.14. (3) Drug 1: C(CC(=O)O)C(=O)CN.Cl. Synergy scores: CSS=13.5, Synergy_ZIP=1.84, Synergy_Bliss=7.69, Synergy_Loewe=-14.1, Synergy_HSA=4.54. Drug 2: CCN(CC)CCCC(C)NC1=C2C=C(C=CC2=NC3=C1C=CC(=C3)Cl)OC. Cell line: U251. (4) Drug 1: CC1=CC2C(CCC3(C2CCC3(C(=O)C)OC(=O)C)C)C4(C1=CC(=O)CC4)C. Drug 2: C1=CC=C(C=C1)NC(=O)CCCCCCC(=O)NO. Cell line: CAKI-1. Synergy scores: CSS=6.31, Synergy_ZIP=-5.69, Synergy_Bliss=-4.06, Synergy_Loewe=-28.5, Synergy_HSA=-7.46.